The task is: Predict the reactants needed to synthesize the given product.. This data is from Full USPTO retrosynthesis dataset with 1.9M reactions from patents (1976-2016). (1) Given the product [C:41]([CH2:40][CH2:39][O:38][CH2:37][CH2:36][O:35][CH2:34][CH2:33][NH:32][C:27]1[CH:28]=[CH:29][CH:30]=[CH:31][C:26]=1[S:23]([NH:22][C:20]([C@@:15]1([NH:14][C:13]([C@H:12]2[NH:8][CH2:9][C@H:10]([O:45][C:46]([N:48]3[CH2:56][C:55]4[C:50](=[CH:51][CH:52]=[CH:53][C:54]=4[F:57])[CH2:49]3)=[O:47])[CH2:11]2)=[O:44])[CH2:17][C@H:16]1[CH:18]=[CH2:19])=[O:21])(=[O:25])=[O:24])([OH:43])=[O:42], predict the reactants needed to synthesize it. The reactants are: C(OC([N:8]1[C@H:12]([C:13](=[O:44])[NH:14][C@:15]2([C:20]([NH:22][S:23]([C:26]3[CH:31]=[CH:30][CH:29]=[CH:28][C:27]=3[NH:32][CH2:33][CH2:34][O:35][CH2:36][CH2:37][O:38][CH2:39][CH2:40][C:41]([OH:43])=[O:42])(=[O:25])=[O:24])=[O:21])[CH2:17][C@H:16]2[CH:18]=[CH2:19])[CH2:11][C@@H:10]([O:45][C:46]([N:48]2[CH2:56][C:55]3[C:50](=[CH:51][CH:52]=[CH:53][C:54]=3[F:57])[CH2:49]2)=[O:47])[CH2:9]1)=O)(C)(C)C.C(O)(C(F)(F)F)=O. (2) Given the product [CH2:17]([O:16][CH2:15][N:14]1[C:3]2[C:2]([NH2:1])=[N:7][C:6]([CH2:8][CH2:9][CH2:10][CH3:11])=[N:5][C:4]=2[C:12]([C:24]#[C:25][CH2:26][CH:27]2[CH2:28][CH2:29][NH:30][CH2:31][CH2:32]2)=[CH:13]1)[C:18]1[CH:19]=[CH:20][CH:21]=[CH:22][CH:23]=1, predict the reactants needed to synthesize it. The reactants are: [NH2:1][C:2]1[C:3]2[N:14]([CH2:15][O:16][CH2:17][C:18]3[CH:23]=[CH:22][CH:21]=[CH:20][CH:19]=3)[CH:13]=[C:12]([C:24]#[C:25][CH2:26][CH:27]3[CH2:32][CH2:31][N:30](C(OC(C)(C)C)=O)[CH2:29][CH2:28]3)[C:4]=2[N:5]=[C:6]([CH2:8][CH2:9][CH2:10][CH3:11])[N:7]=1.Cl.O1CCOCC1. (3) Given the product [CH3:23][C:17]1[CH:18]=[C:19]([C:21]#[N:22])[S:20][C:16]=1[C:2]1[CH:3]=[CH:4][C:5]2[NH:10][CH:9]([CH3:11])[O:8][C:7]([CH3:13])([CH3:12])[C:6]=2[CH:14]=1, predict the reactants needed to synthesize it. The reactants are: Br[C:2]1[CH:3]=[CH:4][C:5]2[NH:10][CH:9]([CH3:11])[O:8][C:7]([CH3:13])([CH3:12])[C:6]=2[CH:14]=1.Br[C:16]1[S:20][C:19]([C:21]#[N:22])=[CH:18][C:17]=1[CH3:23].